Dataset: Catalyst prediction with 721,799 reactions and 888 catalyst types from USPTO. Task: Predict which catalyst facilitates the given reaction. (1) Reactant: Cl.[CH2:2]([C:4]1[CH:9]=[CH:8][CH:7]=[C:6]([CH2:10][CH3:11])[C:5]=1[NH:12][C:13]([C:15]1[C:19]2[CH2:20][CH2:21][C:22]3[CH:23]=[N:24][C:25]([NH:28][CH:29]4[CH2:34][CH2:33][NH:32][CH2:31][CH2:30]4)=[N:26][C:27]=3[C:18]=2[N:17]([CH3:35])[N:16]=1)=[O:14])[CH3:3].CCN(C(C)C)C(C)C.Cl[CH2:46][CH2:47][S:48](Cl)(=[O:50])=[O:49]. Product: [CH2:10]([C:6]1[CH:7]=[CH:8][CH:9]=[C:4]([CH2:2][CH3:3])[C:5]=1[NH:12][C:13]([C:15]1[C:19]2[CH2:20][CH2:21][C:22]3[CH:23]=[N:24][C:25]([NH:28][CH:29]4[CH2:30][CH2:31][N:32]([S:48]([CH:47]=[CH2:46])(=[O:50])=[O:49])[CH2:33][CH2:34]4)=[N:26][C:27]=3[C:18]=2[N:17]([CH3:35])[N:16]=1)=[O:14])[CH3:11]. The catalyst class is: 4. (2) Reactant: [F:1][C:2]1[CH:7]=[CH:6][CH:5]=[CH:4][C:3]=1[N:8]1[C:12]([CH2:13][O:14][CH3:15])=[C:11]([C:16]2[CH2:17][CH2:18][N:19]([C:22]([O:24][C:25](C)([CH3:27])[CH3:26])=[O:23])[CH2:20][CH:21]=2)[N:10]=[N:9]1. Product: [F:1][C:2]1[CH:7]=[CH:6][CH:5]=[CH:4][C:3]=1[N:8]1[C:12]([CH2:13][O:14][CH3:15])=[C:11]([C:16]2[CH2:17][CH2:18][N:19]([C:22]([O:24][CH:25]([CH3:27])[CH3:26])=[O:23])[CH2:20][CH:21]=2)[N:10]=[N:9]1. The catalyst class is: 33. (3) Reactant: [CH3:1][O:2][C:3]1[CH:12]=[C:11]2[C:6]([CH2:7][C:8]([CH3:15])([CH3:14])[NH:9][CH:10]2[CH3:13])=[CH:5][C:4]=1[O:16][Si:17]([CH:24]([CH3:26])[CH3:25])([CH:21]([CH3:23])[CH3:22])[CH:18]([CH3:20])[CH3:19].[Cs].[CH3:28][O:29][C:30]1[CH:31]=[C:32]([CH:35]=[CH:36][CH:37]=1)[CH2:33]Br. The catalyst class is: 95. Product: [CH3:1][O:2][C:3]1[CH:12]=[C:11]2[C:6]([CH2:7][C:8]([CH3:15])([CH3:14])[N:9]([CH2:33][C:32]3[CH:35]=[CH:36][CH:37]=[C:30]([O:29][CH3:28])[CH:31]=3)[CH:10]2[CH3:13])=[CH:5][C:4]=1[O:16][Si:17]([CH:24]([CH3:26])[CH3:25])([CH:21]([CH3:23])[CH3:22])[CH:18]([CH3:19])[CH3:20].